Dataset: Full USPTO retrosynthesis dataset with 1.9M reactions from patents (1976-2016). Task: Predict the reactants needed to synthesize the given product. The reactants are: [NH2:1][C:2]1[CH:31]=[CH:30][C:5]([CH2:6][C:7]2[NH:15][C:14]3[C:13](=[O:16])[N:12]([CH2:17][C:18]4[CH:23]=[CH:22][CH:21]=[CH:20][C:19]=4[F:24])[C:11](=[O:25])[N:10]([CH2:26][CH2:27][CH2:28][CH3:29])[C:9]=3[N:8]=2)=[CH:4][CH:3]=1.[Cl:32][C:33]1[CH:38]=[CH:37][CH:36]=[C:35]([Cl:39])[C:34]=1[S:40](Cl)(=[O:42])=[O:41]. Given the product [CH2:26]([N:10]1[C:9]2[N:8]=[C:7]([CH2:6][C:5]3[CH:4]=[CH:3][C:2]([NH:1][S:40]([C:34]4[C:35]([Cl:39])=[CH:36][CH:37]=[CH:38][C:33]=4[Cl:32])(=[O:42])=[O:41])=[CH:31][CH:30]=3)[NH:15][C:14]=2[C:13](=[O:16])[N:12]([CH2:17][C:18]2[CH:23]=[CH:22][CH:21]=[CH:20][C:19]=2[F:24])[C:11]1=[O:25])[CH2:27][CH2:28][CH3:29], predict the reactants needed to synthesize it.